Dataset: Peptide-MHC class I binding affinity with 185,985 pairs from IEDB/IMGT. Task: Regression. Given a peptide amino acid sequence and an MHC pseudo amino acid sequence, predict their binding affinity value. This is MHC class I binding data. (1) The peptide sequence is LGPHYTPKIVG. The MHC is Mamu-A02 with pseudo-sequence Mamu-A02. The binding affinity (normalized) is 0. (2) The peptide sequence is KIGVICSSY. The MHC is HLA-B07:02 with pseudo-sequence HLA-B07:02. The binding affinity (normalized) is 0.0847. (3) The peptide sequence is YAVLSEYETM. The MHC is HLA-A02:06 with pseudo-sequence HLA-A02:06. The binding affinity (normalized) is 0.344.